Task: Predict the reaction yield, written as a fraction of the theoretical maximum amount of product (1.0 means a 100% yield; for example, 0.34 means a 34% yield).. Dataset: Reaction yield outcomes from USPTO patents with 853,638 reactions The reactants are C([N:3](CC)CC)C.ClC(OCC)=O.[C:14]([N:21]1[CH2:26][CH2:25][CH2:24][CH:23]([C:27]([OH:29])=O)[CH2:22]1)([O:16][C:17]([CH3:20])([CH3:19])[CH3:18])=[O:15]. The catalyst is C(Cl)(Cl)Cl. The product is [C:17]([O:16][C:14]([N:21]1[CH2:26][CH2:25][CH2:24][CH:23]([C:27](=[O:29])[NH2:3])[CH2:22]1)=[O:15])([CH3:20])([CH3:19])[CH3:18]. The yield is 1.00.